Task: Regression. Given two drug SMILES strings and cell line genomic features, predict the synergy score measuring deviation from expected non-interaction effect.. Dataset: NCI-60 drug combinations with 297,098 pairs across 59 cell lines (1) Drug 1: CC1=C(C(=CC=C1)Cl)NC(=O)C2=CN=C(S2)NC3=CC(=NC(=N3)C)N4CCN(CC4)CCO. Drug 2: CC1=C(C(=O)C2=C(C1=O)N3CC4C(C3(C2COC(=O)N)OC)N4)N. Cell line: CCRF-CEM. Synergy scores: CSS=54.8, Synergy_ZIP=-2.96, Synergy_Bliss=-2.75, Synergy_Loewe=-3.83, Synergy_HSA=1.11. (2) Drug 1: CC12CCC(CC1=CCC3C2CCC4(C3CC=C4C5=CN=CC=C5)C)O. Drug 2: CNC(=O)C1=CC=CC=C1SC2=CC3=C(C=C2)C(=NN3)C=CC4=CC=CC=N4. Cell line: A498. Synergy scores: CSS=5.54, Synergy_ZIP=-0.796, Synergy_Bliss=3.71, Synergy_Loewe=-4.19, Synergy_HSA=1.66. (3) Cell line: MDA-MB-231. Synergy scores: CSS=44.9, Synergy_ZIP=-3.46, Synergy_Bliss=-0.0317, Synergy_Loewe=0.0678, Synergy_HSA=5.76. Drug 1: CC1=C2C(C(=O)C3(C(CC4C(C3C(C(C2(C)C)(CC1OC(=O)C(C(C5=CC=CC=C5)NC(=O)OC(C)(C)C)O)O)OC(=O)C6=CC=CC=C6)(CO4)OC(=O)C)OC)C)OC. Drug 2: C1=NC2=C(N1)C(=S)N=C(N2)N. (4) Drug 1: C1CC(=O)NC(=O)C1N2CC3=C(C2=O)C=CC=C3N. Drug 2: CC1=C(N=C(N=C1N)C(CC(=O)N)NCC(C(=O)N)N)C(=O)NC(C(C2=CN=CN2)OC3C(C(C(C(O3)CO)O)O)OC4C(C(C(C(O4)CO)O)OC(=O)N)O)C(=O)NC(C)C(C(C)C(=O)NC(C(C)O)C(=O)NCCC5=NC(=CS5)C6=NC(=CS6)C(=O)NCCC[S+](C)C)O. Cell line: NCIH23. Synergy scores: CSS=2.49, Synergy_ZIP=-6.56, Synergy_Bliss=-3.94, Synergy_Loewe=-13.6, Synergy_HSA=-2.18.